This data is from Full USPTO retrosynthesis dataset with 1.9M reactions from patents (1976-2016). The task is: Predict the reactants needed to synthesize the given product. (1) Given the product [NH2:25][C:9]1[N:8]=[C:7]([O:6][CH2:5][CH2:4][O:3][CH2:1][CH3:2])[N:15]=[C:14]2[C:10]=1[NH:11][C:12](=[O:23])[N:13]2[CH2:16][CH:17]1[CH2:22][CH2:21][CH2:20][O:19][CH2:18]1, predict the reactants needed to synthesize it. The reactants are: [CH2:1]([O:3][CH2:4][CH2:5][O:6][C:7]1[N:15]=[C:14]2[C:10]([N:11]=[C:12]([O:23]C)[N:13]2[CH2:16][CH:17]2[CH2:22][CH2:21][CH2:20][O:19][CH2:18]2)=[C:9]([NH2:25])[N:8]=1)[CH3:2].Cl.[OH-].[Na+]. (2) Given the product [C:1]([O:5][C:6](=[O:19])[CH2:7][C@@H:8]([CH2:17][OH:18])[CH2:9][C@@H:10]([CH3:16])[CH2:11][CH2:12][CH2:13][CH2:14][CH3:15])([CH3:2])([CH3:4])[CH3:3], predict the reactants needed to synthesize it. The reactants are: [C:1]([O:5][C:6](=[O:19])[CH2:7][C@@H:8]([CH2:17][OH:18])[CH2:9][C@H:10]([CH3:16])[CH2:11][CH2:12][CH2:13][CH2:14][CH3:15])([CH3:4])([CH3:3])[CH3:2].C(OC(=O)C[C@H](C[C@@H](C)CCCCC)C(O)=O)(C)(C)C. (3) Given the product [CH2:7]([N:8]([CH2:9][CH2:5][CH3:6])[C:30]([C:28]1[CH:27]=[C:23]([CH:22]=[CH:21][CH:29]=1)[C:24]([OH:26])=[O:25])=[O:32])[CH2:17][CH3:37], predict the reactants needed to synthesize it. The reactants are: C(O[C@H:5]1[CH2:9][N:8](C(OC(C)(C)C)=O)[C@@H:7]([C:17](O)=O)[CH2:6]1)C=C.Br[C:21]1[CH:22]=[C:23]([CH:27]=[C:28]([C:30]([O:32]C)=O)[CH:29]=1)[C:24]([OH:26])=[O:25].N(O[CH2:37]CCC)=O.C(OC(N1C[C@H](O)C[C@@H]1C(O)=O)=O)(C)(C)C.